This data is from Peptide-MHC class I binding affinity with 185,985 pairs from IEDB/IMGT. The task is: Regression. Given a peptide amino acid sequence and an MHC pseudo amino acid sequence, predict their binding affinity value. This is MHC class I binding data. (1) The peptide sequence is HDSNVKNLY. The MHC is HLA-A01:01 with pseudo-sequence HLA-A01:01. The binding affinity (normalized) is 0. (2) The peptide sequence is GLNKLAGFK. The MHC is HLA-A11:01 with pseudo-sequence HLA-A11:01. The binding affinity (normalized) is 0.374.